From a dataset of Forward reaction prediction with 1.9M reactions from USPTO patents (1976-2016). Predict the product of the given reaction. Given the reactants [C:1]([O:5][C:6]([NH:8][C:9]1[CH:13]=[CH:12][S:11][CH:10]=1)=[O:7])([CH3:4])([CH3:3])[CH3:2].[I:14]N1C(=O)CCC1=O, predict the reaction product. The product is: [C:1]([O:5][C:6]([NH:8][C:9]1[CH:13]=[CH:12][S:11][C:10]=1[I:14])=[O:7])([CH3:4])([CH3:2])[CH3:3].